Dataset: Full USPTO retrosynthesis dataset with 1.9M reactions from patents (1976-2016). Task: Predict the reactants needed to synthesize the given product. (1) Given the product [Cl:1][C:2]1[CH:22]=[C:21]([S:23]([CH3:26])(=[O:24])=[O:25])[CH:20]=[CH:19][C:3]=1[C:4]([N:6]([CH3:27])[C:7]1[CH:8]=[CH:9][C:10]([C:13]2[N:14]=[C:15]([CH3:18])[S:16][CH:17]=2)=[CH:11][CH:12]=1)=[O:5], predict the reactants needed to synthesize it. The reactants are: [Cl:1][C:2]1[CH:22]=[C:21]([S:23]([CH3:26])(=[O:25])=[O:24])[CH:20]=[CH:19][C:3]=1[C:4]([NH:6][C:7]1[CH:12]=[CH:11][C:10]([C:13]2[N:14]=[C:15]([CH3:18])[S:16][CH:17]=2)=[CH:9][CH:8]=1)=[O:5].[C:27](O[K])(C)(C)C.CI. (2) Given the product [Br:17][C:18]1[CH:22]=[C:21]2[N:23]=[C:7]([C:5]3[C:4]([CH3:16])=[N:3][N:2]([CH2:1][CH3:24])[CH:6]=3)[CH:8]=[C:9]([C:10]([F:13])([F:12])[F:11])[N:20]2[N:19]=1, predict the reactants needed to synthesize it. The reactants are: [CH3:1][N:2]1[CH:6]=[C:5]([C:7](=O)[CH:8]=[C:9](O)[C:10]([F:13])([F:12])[F:11])[C:4]([CH3:16])=[N:3]1.[Br:17][C:18]1[CH:22]=[C:21]([NH2:23])[NH:20][N:19]=1.[C:24](O)(=O)C. (3) The reactants are: [NH2:1][CH2:2][CH:3]1[CH2:8][CH2:7][CH:6]([C:9]([O:11][CH3:12])=[O:10])[CH2:5][CH2:4]1.[CH2:13]([O:20][C:21](ON1C(=O)CCC1=O)=[O:22])[C:14]1[CH:19]=[CH:18][CH:17]=[CH:16][CH:15]=1.CO.C(Cl)Cl. Given the product [CH2:13]([O:20][C:21]([NH:1][CH2:2][CH:3]1[CH2:4][CH2:5][CH:6]([C:9]([O:11][CH3:12])=[O:10])[CH2:7][CH2:8]1)=[O:22])[C:14]1[CH:19]=[CH:18][CH:17]=[CH:16][CH:15]=1, predict the reactants needed to synthesize it. (4) Given the product [C:34]([CH2:39][CH2:40][C:41]([C:43]1[C:44](=[O:68])[N:45]([CH3:67])[C:46]2[C:51]([C:52]=1[OH:53])=[CH:50][CH:49]=[C:48]([C:54]1[CH:55]=[CH:56][C:57]([C:58]([OH:60])=[O:59])=[CH:65][CH:66]=1)[CH:47]=2)=[O:42])([OH:35])=[O:33], predict the reactants needed to synthesize it. The reactants are: OC1C2C(=CC(C3C=CC(C(OC(C)(C)C)=O)=CC=3)=CC=2)N(C)C(=O)C=1C(=O)CCC=O.[O:33]1CCC[O:35][CH:34]1[CH2:39][CH2:40][C:41]([C:43]1[C:44](=[O:68])[N:45]([CH3:67])[C:46]2[C:51]([C:52]=1[OH:53])=[CH:50][CH:49]=[C:48]([C:54]1[CH:66]=[CH:65][C:57]([C:58]([O:60]C(C)(C)C)=[O:59])=[CH:56][CH:55]=1)[CH:47]=2)=[O:42]. (5) The reactants are: [F:1][C:2]1[CH:3]=[C:4]2[C:8](=[CH:9][CH:10]=1)[NH:7][N:6]=[C:5]2[C:11](OC)=[O:12].[H-].C([Al+]CC(C)C)C(C)C.C1(C)C=CC=CC=1.S([O-])([O-])(=O)=O.[Na+].[Na+]. Given the product [F:1][C:2]1[CH:3]=[C:4]2[C:8](=[CH:9][CH:10]=1)[NH:7][N:6]=[C:5]2[CH2:11][OH:12], predict the reactants needed to synthesize it.